This data is from Full USPTO retrosynthesis dataset with 1.9M reactions from patents (1976-2016). The task is: Predict the reactants needed to synthesize the given product. (1) Given the product [CH2:1]([O:3][C:4]([C:5]1[C:6]([S:7][CH3:8])=[N:21][N:20]([C:14]2[CH:19]=[CH:18][CH:17]=[CH:16][CH:15]=2)[C:11]=1[NH2:12])=[O:13])[CH3:2], predict the reactants needed to synthesize it. The reactants are: [CH2:1]([O:3][C:4](=[O:13])[C:5]([C:11]#[N:12])=[C:6](SC)[S:7][CH3:8])[CH3:2].[C:14]1([NH:20][NH2:21])[CH:19]=[CH:18][CH:17]=[CH:16][CH:15]=1. (2) Given the product [CH2:32]([O:34][C:35]1[CH:40]=[C:39]([C:2]2[CH:7]=[CH:6][C:5]([CH2:8][C:9]([NH:11][C:12]3[CH:17]=[CH:16][C:15]([CH2:18][N:19]4[CH2:20][CH2:21][N:22]([CH2:25][CH3:26])[CH2:23][CH2:24]4)=[C:14]([C:27]([F:30])([F:28])[F:29])[CH:13]=3)=[O:10])=[C:4]([F:31])[CH:3]=2)[CH:38]=[N:37][C:36]=1[O:50][CH2:51][C:52]1[CH:53]=[CH:54][C:55]([O:58][CH3:59])=[CH:56][CH:57]=1)[CH3:33], predict the reactants needed to synthesize it. The reactants are: Br[C:2]1[CH:7]=[CH:6][C:5]([CH2:8][C:9]([NH:11][C:12]2[CH:17]=[CH:16][C:15]([CH2:18][N:19]3[CH2:24][CH2:23][N:22]([CH2:25][CH3:26])[CH2:21][CH2:20]3)=[C:14]([C:27]([F:30])([F:29])[F:28])[CH:13]=2)=[O:10])=[C:4]([F:31])[CH:3]=1.[CH2:32]([O:34][C:35]1[C:36]([O:50][CH2:51][C:52]2[CH:57]=[CH:56][C:55]([O:58][CH3:59])=[CH:54][CH:53]=2)=[N:37][CH:38]=[C:39](B2OC(C)(C)C(C)(C)O2)[CH:40]=1)[CH3:33].C([O-])([O-])=O.[Cs+].[Cs+]. (3) Given the product [C:22]1([C:30]2[CH:31]=[CH:32][CH:33]=[CH:34][CH:35]=2)[CH:23]=[CH:24][C:25]([CH2:28][N:18]2[C:19]3[C:15](=[CH:14][C:13]([O:12][CH2:11][CH2:10][CH2:9][N:3]4[CH2:4][CH2:5][CH2:6][CH2:7][CH2:8]4)=[CH:21][CH:20]=3)[CH2:16][CH2:17]2)=[CH:26][CH:27]=1, predict the reactants needed to synthesize it. The reactants are: Cl.Cl.[N:3]1([CH2:9][CH2:10][CH2:11][O:12][C:13]2[CH:14]=[C:15]3[C:19](=[CH:20][CH:21]=2)[NH:18][CH2:17][CH2:16]3)[CH2:8][CH2:7][CH2:6][CH2:5][CH2:4]1.[C:22]1([C:30]2[CH:35]=[CH:34][CH:33]=[CH:32][CH:31]=2)[CH:27]=[CH:26][C:25]([CH:28]=O)=[CH:24][CH:23]=1. (4) Given the product [CH3:6]/[C:7](/[CH:15]=[C:16]1/[C:17]([N:19]([CH2:23][C:24]([OH:26])=[O:25])[C:20]([S:22]/1)=[S:21])=[O:18])=[CH:8]\[C:9]1[CH:10]=[CH:11][CH:12]=[CH:13][CH:14]=1.[CH3:7][CH2:8][C:9]1[CH:14]=[CH:13][C:12]([C:28]([CH:49]([CH2:48][N:44]2[CH2:45][CH2:32][CH2:40][CH2:41][CH2:42]2)[CH3:1])=[O:30])=[CH:11][CH:10]=1.[S:2]([O-:5])(=[O:4])(=[O:3])[CH3:1], predict the reactants needed to synthesize it. The reactants are: [CH3:1][S:2]([OH:5])(=[O:4])=[O:3].[CH3:6]/[C:7](/[CH:15]=[C:16]1/[C:17]([N:19]([CH2:23][C:24]([OH:26])=[O:25])[C:20]([S:22]/1)=[S:21])=[O:18])=[CH:8]\[C:9]1[CH:10]=[CH:11][CH:12]=[CH:13][CH:14]=1.Cl.[C:28](=[O:30])=O.C/[C:32](/[CH:40]=[C:41]1/[C:42]([N:44]([CH2:48][C:49](O)=O)[C:45](S/1)=S)=O)=C\C1C=CC=CC=1.